This data is from Full USPTO retrosynthesis dataset with 1.9M reactions from patents (1976-2016). The task is: Predict the reactants needed to synthesize the given product. (1) The reactants are: C([O:8][C@H:9]1[CH2:13][CH2:12][CH2:11][C@@H:10]1[C:14]1[CH:18]=[CH:17][N:16]([CH:19]2[CH2:24][CH2:23][CH2:22][CH2:21][O:20]2)[N:15]=1)C1C=CC=CC=1. Given the product [O:20]1[CH2:21][CH2:22][CH2:23][CH2:24][CH:19]1[N:16]1[CH:17]=[CH:18][C:14]([C@H:10]2[CH2:11][CH2:12][CH2:13][C@@H:9]2[OH:8])=[N:15]1, predict the reactants needed to synthesize it. (2) Given the product [CH2:1]([O:3][C:4](=[O:20])[C:5]([CH3:7])([O:8][C:9]1[C:18]2[C:13](=[CH:14][CH:15]=[CH:16][CH:17]=2)[CH:12]=[C:11]([O:19][CH2:29][CH2:28][C:27]2[C:22]([CH3:21])=[N:23][C:24]([C:31]3[CH:36]=[CH:35][C:34]([C:37]([F:40])([F:38])[F:39])=[CH:33][CH:32]=3)=[CH:25][CH:26]=2)[CH:10]=1)[CH3:6])[CH3:2], predict the reactants needed to synthesize it. The reactants are: [CH2:1]([O:3][C:4](=[O:20])[C:5]([O:8][C:9]1[C:18]2[C:13](=[CH:14][CH:15]=[CH:16][CH:17]=2)[CH:12]=[C:11]([OH:19])[CH:10]=1)([CH3:7])[CH3:6])[CH3:2].[CH3:21][C:22]1[C:27]([CH2:28][CH2:29]O)=[CH:26][CH:25]=[C:24]([C:31]2[CH:36]=[CH:35][C:34]([C:37]([F:40])([F:39])[F:38])=[CH:33][CH:32]=2)[N:23]=1. (3) Given the product [Cl:27][C:25]1[CH:26]=[C:21]([NH:1][C:2]2[N:7]=[CH:6][C:5]([CH:8]3[CH2:12][CH2:11][N:10]([C:13]([O:15][C:16]([CH3:19])([CH3:18])[CH3:17])=[O:14])[CH2:9]3)=[CH:4][CH:3]=2)[C:22](=[O:29])[N:23]([CH3:28])[N:24]=1, predict the reactants needed to synthesize it. The reactants are: [NH2:1][C:2]1[N:7]=[CH:6][C:5]([CH:8]2[CH2:12][CH2:11][N:10]([C:13]([O:15][C:16]([CH3:19])([CH3:18])[CH3:17])=[O:14])[CH2:9]2)=[CH:4][CH:3]=1.Br[C:21]1[C:22](=[O:29])[N:23]([CH3:28])[N:24]=[C:25]([Cl:27])[CH:26]=1.C1(P(C2C=CC=CC=2)C2C3OC4C(=CC=CC=4P(C4C=CC=CC=4)C4C=CC=CC=4)C(C)(C)C=3C=CC=2)C=CC=CC=1.C(=O)([O-])[O-].[Cs+].[Cs+]. (4) Given the product [F:25][C:2]1([F:1])[CH2:7][CH2:6][CH:5]([CH2:8][C:9]2[C:17]3[C:12](=[N:13][CH:14]=[C:15]([C:18]4[C:19]([CH3:24])=[N:20][O:21][C:22]=4[CH3:23])[CH:16]=3)[N:11]([C:27]3[CH:36]=[CH:35][C:30]([C:31]([O:33][CH3:34])=[O:32])=[CH:29][CH:28]=3)[CH:10]=2)[CH2:4][CH2:3]1, predict the reactants needed to synthesize it. The reactants are: [F:1][C:2]1([F:25])[CH2:7][CH2:6][CH:5]([CH2:8][C:9]2[C:17]3[C:12](=[N:13][CH:14]=[C:15]([C:18]4[C:19]([CH3:24])=[N:20][O:21][C:22]=4[CH3:23])[CH:16]=3)[NH:11][CH:10]=2)[CH2:4][CH2:3]1.F[C:27]1[CH:36]=[CH:35][C:30]([C:31]([O:33][CH3:34])=[O:32])=[CH:29][CH:28]=1.C1OCCOC2C(=CC=CC=2)OCCOCCOC2C(=CC=CC=2)OC1.O. (5) The reactants are: [CH:1]1([CH:4]([NH:11][C:12]([C:14]2[CH:19]=[CH:18][C:17]([CH:20]3[CH2:22][CH2:21]3)=[C:16]([O:23][CH2:24][CH:25]3[CH2:30][CH2:29][O:28][CH2:27][CH2:26]3)[N:15]=2)=[O:13])[C:5]2[N:9]=[C:8]([CH3:10])[O:7][N:6]=2)[CH2:3][CH2:2]1.[CH3:31]I.[H-].[Na+]. Given the product [CH:1]1([CH:4]([N:11]([CH3:31])[C:12]([C:14]2[CH:19]=[CH:18][C:17]([CH:20]3[CH2:22][CH2:21]3)=[C:16]([O:23][CH2:24][CH:25]3[CH2:26][CH2:27][O:28][CH2:29][CH2:30]3)[N:15]=2)=[O:13])[C:5]2[N:9]=[C:8]([CH3:10])[O:7][N:6]=2)[CH2:3][CH2:2]1, predict the reactants needed to synthesize it. (6) The reactants are: [CH:1]([C:4]1[CH:5]=[C:6]([OH:12])[CH:7]=[CH:8][C:9]=1[O:10][CH3:11])([CH3:3])[CH3:2].[OH-].[Na+].[Br:15][C:16]1[CH:21]=[C:20]([N+:22]([O-:24])=[O:23])[CH:19]=[C:18]([Br:25])[C:17]=1I.O. Given the product [Br:15][C:16]1[CH:21]=[C:20]([N+:22]([O-:24])=[O:23])[CH:19]=[C:18]([Br:25])[C:17]=1[O:12][C:6]1[CH:7]=[CH:8][C:9]([O:10][CH3:11])=[C:4]([CH:1]([CH3:3])[CH3:2])[CH:5]=1, predict the reactants needed to synthesize it. (7) The reactants are: Br[C:2]1[CH:3]=[C:4]2[C:10]([C:11]3[CH:16]=[CH:15][CH:14]=[CH:13][CH:12]=3)=[N:9][N:8]([CH:17]3[CH2:22][CH2:21][CH2:20][CH2:19][O:18]3)[C:5]2=[CH:6][N:7]=1.[CH3:23][N:24]1[CH:28]=[C:27](B2OC(C)(C)C(C)(C)O2)[CH:26]=[N:25]1.C([O-])(=O)C.[K+].C(=O)([O-])[O-].[Na+].[Na+].ClCCl. Given the product [CH3:23][N:24]1[CH:28]=[C:27]([C:2]2[CH:3]=[C:4]3[C:10]([C:11]4[CH:16]=[CH:15][CH:14]=[CH:13][CH:12]=4)=[N:9][N:8]([CH:17]4[CH2:22][CH2:21][CH2:20][CH2:19][O:18]4)[C:5]3=[CH:6][N:7]=2)[CH:26]=[N:25]1, predict the reactants needed to synthesize it. (8) Given the product [C:1]([O:5][C:6]([NH:8][C@@:9]1([C:19]([O:21][CH2:14][CH:9]=[CH2:10])=[O:20])[C@@H:14]([F:15])[CH2:13][C@@H:12]2[C@H:10]1[C@H:11]2[C:16]([O:18][CH2:3][CH:1]=[CH2:2])=[O:17])=[O:7])([CH3:4])([CH3:2])[CH3:3], predict the reactants needed to synthesize it. The reactants are: [C:1]([O:5][C:6]([NH:8][C@@:9]1([C:19]([OH:21])=[O:20])[C@@H:14]([F:15])[CH2:13][C@@H:12]2[C@H:10]1[C@H:11]2[C:16]([OH:18])=[O:17])=[O:7])([CH3:4])([CH3:3])[CH3:2].C(=O)([O-])[O-].[K+].[K+].O. (9) Given the product [CH:2]1([CH2:5][O:6][C:7]2[CH:12]=[C:11]([O:13][CH3:14])[CH:10]=[CH:9][C:8]=2[C:15]2[C:16]3[NH:23][C:22]([CH3:24])=[C:21]([C:25]([NH:27][C@H:28]4[C@H:32]([OH:33])[CH2:31][N:30]([C:38](=[O:37])[CH2:39][OH:40])[CH2:29]4)=[O:26])[C:17]=3[N:18]=[CH:19][N:20]=2)[CH2:4][CH2:3]1, predict the reactants needed to synthesize it. The reactants are: Cl.[CH:2]1([CH2:5][O:6][C:7]2[CH:12]=[C:11]([O:13][CH3:14])[CH:10]=[CH:9][C:8]=2[C:15]2[C:16]3[NH:23][C:22]([CH3:24])=[C:21]([C:25]([NH:27][C@H:28]4[C@H:32]([OH:33])[CH2:31][NH:30][CH2:29]4)=[O:26])[C:17]=3[N:18]=[CH:19][N:20]=2)[CH2:4][CH2:3]1.C([O:37][CH2:38][C:39](Cl)=[O:40])(=O)C. (10) Given the product [Cl:1][C:2]1[CH:9]=[C:8]([N:10]([CH2:16][C:17]2[CH:22]=[CH:21][CH:20]=[CH:19][C:18]=2[Cl:23])[C@H:11]2[CH2:15][CH2:14][N:13]([S:33]([CH2:32][C:27]3[CH:28]=[C:29]([Cl:31])[CH:30]=[C:25]([Cl:24])[CH:26]=3)(=[O:35])=[O:34])[CH2:12]2)[CH:7]=[CH:6][C:3]=1[C:4]#[N:5], predict the reactants needed to synthesize it. The reactants are: [Cl:1][C:2]1[CH:9]=[C:8]([N:10]([CH2:16][C:17]2[CH:22]=[CH:21][CH:20]=[CH:19][C:18]=2[Cl:23])[C@H:11]2[CH2:15][CH2:14][NH:13][CH2:12]2)[CH:7]=[CH:6][C:3]=1[C:4]#[N:5].[Cl:24][C:25]1[CH:26]=[C:27]([CH2:32][S:33](Cl)(=[O:35])=[O:34])[CH:28]=[C:29]([Cl:31])[CH:30]=1.